This data is from Forward reaction prediction with 1.9M reactions from USPTO patents (1976-2016). The task is: Predict the product of the given reaction. (1) Given the reactants [Br:1][C:2]1[C:10]2[C:9](Cl)=[N:8][CH:7]=[N:6][C:5]=2[S:4][C:3]=1[C:12]1[CH:17]=[CH:16][C:15]([F:18])=[CH:14][CH:13]=1.[OH:19][C@H:20]([CH2:26][C:27]1[CH:32]=[CH:31][CH:30]=[CH:29][C:28]=1[O:33][CH2:34][C:35]1[CH:40]=[N:39][CH:38]=[CH:37][N:36]=1)[C:21]([O:23][CH2:24][CH3:25])=[O:22].C([O-])([O-])=O.[Cs+].[Cs+].Cl, predict the reaction product. The product is: [Br:1][C:2]1[C:10]2[C:9]([O:19][C@H:20]([CH2:26][C:27]3[CH:32]=[CH:31][CH:30]=[CH:29][C:28]=3[O:33][CH2:34][C:35]3[CH:40]=[N:39][CH:38]=[CH:37][N:36]=3)[C:21]([O:23][CH2:24][CH3:25])=[O:22])=[N:8][CH:7]=[N:6][C:5]=2[S:4][C:3]=1[C:12]1[CH:17]=[CH:16][C:15]([F:18])=[CH:14][CH:13]=1. (2) Given the reactants [N:1]1[CH:6]=[CH:5][CH:4]=[CH:3][C:2]=1[N:7]1[CH2:12][CH2:11][N:10]([CH2:13][C:14]2[NH:18][C:17]3[CH:19]=[CH:20][CH:21]=[CH:22][C:16]=3[N:15]=2)[CH2:9][CH2:8]1.Cl[C:24]([O:26][CH2:27][CH:28]([CH3:30])[CH3:29])=[O:25], predict the reaction product. The product is: [N:1]1[CH:6]=[CH:5][CH:4]=[CH:3][C:2]=1[N:7]1[CH2:8][CH2:9][N:10]([CH2:13][C:14]2[N:15]([C:24]([O:26][CH2:27][CH:28]([CH3:30])[CH3:29])=[O:25])[C:16]3[CH:22]=[CH:21][CH:20]=[CH:19][C:17]=3[N:18]=2)[CH2:11][CH2:12]1. (3) Given the reactants [Br:1][C:2]1[CH:3]=[C:4]([N+:9]([O-])=O)[C:5]([CH3:8])=[N:6][CH:7]=1.[Cl-].[NH4+], predict the reaction product. The product is: [Br:1][C:2]1[CH:3]=[C:4]([NH2:9])[C:5]([CH3:8])=[N:6][CH:7]=1. (4) Given the reactants [CH2:1]([N:8]1[CH:13]2[CH2:14][CH2:15][CH:9]1[CH:10]=[C:11](OS(C(F)(F)F)(=O)=O)[CH2:12]2)[C:2]1[CH:7]=[CH:6][CH:5]=[CH:4][CH:3]=1.O1CCOCC1.[B:30]1([B:30]2[O:34][C:33]([CH3:36])([CH3:35])[C:32]([CH3:38])([CH3:37])[O:31]2)[O:34][C:33]([CH3:36])([CH3:35])[C:32]([CH3:38])([CH3:37])[O:31]1.C([O-])(=O)C.[K+].ClCCl, predict the reaction product. The product is: [CH2:1]([N:8]1[CH:13]2[CH2:14][CH2:15][CH:9]1[CH:10]=[C:11]([B:30]1[O:34][C:33]([CH3:36])([CH3:35])[C:32]([CH3:38])([CH3:37])[O:31]1)[CH2:12]2)[C:2]1[CH:7]=[CH:6][CH:5]=[CH:4][CH:3]=1. (5) Given the reactants [Br-].[CH3:2][N:3]([CH3:25])[CH2:4][CH2:5][P+](C1C=CC=CC=1)(C1C=CC=CC=1)C1C=CC=CC=1.[Li][CH2:27]CCC.[F:31][C:32]1[CH:49]=[C:48]([N+:50]([O-:52])=[O:51])[CH:47]=[CH:46][C:33]=1[O:34][C:35]1[CH:40]=[CH:39][N:38]=[C:37]2[CH:41]=[C:42]([CH:44]=O)[S:43][C:36]=12.O, predict the reaction product. The product is: [F:31][C:32]1[CH:49]=[C:48]([N+:50]([O-:52])=[O:51])[CH:47]=[CH:46][C:33]=1[O:34][C:35]1[CH:40]=[CH:39][N:38]=[C:37]2[CH:41]=[C:42]([CH:44]=[CH:27][CH2:5][CH2:4][N:3]([CH3:25])[CH3:2])[S:43][C:36]=12. (6) Given the reactants [CH3:1][O:2][C:3](=[O:18])[C:4]([O:7][C:8]1[CH:13]=[C:12]([O:14][CH3:15])[C:11]([OH:16])=[CH:10][C:9]=1[CH3:17])([CH3:6])[CH3:5].[CH3:19][N:20]1[C:24]([CH2:25][CH2:26][CH2:27]O)=[CH:23][C:22]([C:29]2[CH:34]=[CH:33][C:32]([O:35][C:36]([F:39])([F:38])[F:37])=[CH:31][CH:30]=2)=[N:21]1.CN(C)C(N=NC(N(C)C)=O)=O.C(P(CCCC)CCCC)CCC, predict the reaction product. The product is: [CH3:1][O:2][C:3](=[O:18])[C:4]([O:7][C:8]1[CH:13]=[C:12]([O:14][CH3:15])[C:11]([O:16][CH2:27][CH2:26][CH2:25][C:24]2[N:20]([CH3:19])[N:21]=[C:22]([C:29]3[CH:34]=[CH:33][C:32]([O:35][C:36]([F:38])([F:39])[F:37])=[CH:31][CH:30]=3)[CH:23]=2)=[CH:10][C:9]=1[CH3:17])([CH3:6])[CH3:5]. (7) Given the reactants [Cl:1][C:2]1[CH:3]=[C:4]([CH2:9][C:10]#N)[CH:5]=[C:6]([Cl:8])[CH:7]=1.S(=O)(=O)(O)[OH:13].[OH2:17], predict the reaction product. The product is: [Cl:1][C:2]1[CH:3]=[C:4]([CH2:9][C:10]([OH:13])=[O:17])[CH:5]=[C:6]([Cl:8])[CH:7]=1.